The task is: Predict the reactants needed to synthesize the given product.. This data is from Full USPTO retrosynthesis dataset with 1.9M reactions from patents (1976-2016). Given the product [F:37][C:35]([F:36])([F:38])[C:33]1[CH:32]=[CH:31][C:29]2[NH:30][C:26]([C:23]3[CH:22]=[CH:21][C:20]([N:15]4[CH2:16][CH2:17][CH:12]([O:11][C:7]5[CH:6]=[C:5]([CH:10]=[CH:9][CH:8]=5)[C:4]([O:3][CH3:2])=[O:18])[CH2:13][CH2:14]4)=[N:25][CH:24]=3)=[N:27][C:28]=2[CH:34]=1, predict the reactants needed to synthesize it. The reactants are: Cl.[CH3:2][O:3][C:4](=[O:18])[C:5]1[CH:10]=[CH:9][CH:8]=[C:7]([O:11][CH:12]2[CH2:17][CH2:16][NH:15][CH2:14][CH2:13]2)[CH:6]=1.F[C:20]1[N:25]=[CH:24][C:23]([C:26]2[NH:30][C:29]3[CH:31]=[CH:32][C:33]([C:35]([F:38])([F:37])[F:36])=[CH:34][C:28]=3[N:27]=2)=[CH:22][CH:21]=1.C(=O)([O-])[O-].[Cs+].[Cs+].